Binary Classification. Given a miRNA mature sequence and a target amino acid sequence, predict their likelihood of interaction. From a dataset of Experimentally validated miRNA-target interactions with 360,000+ pairs, plus equal number of negative samples. (1) The miRNA is hsa-miR-6781-3p with sequence UGCCUCUUUUCCACGGCCUCAG. The protein sequence of the target gene is MNAEPERKFGVVVVGVGRAGSVRMRDLRNPHPSSAFLNLIGFVSRRELGSIDGVQQISLEDALSSQEVEVAYICSESSSHEDYIRQFLNAGKHVLVEYPMTLSLAAAQELWELAEQKGKVLHEEHVELLMEEFAFLKKEVVGKDLLKGSLLFTAGPLEEERFGFPAFSGISRLTWLVSLFGELSLVSATLEERKEDQYMKMTVCLETEKKSPLSWIEEKGPGLKRNRYLSFHFKSGSLENVPNVGVNKNIFLKDQNIFVQKLLGQFSEKELAAEKKRILHCLGLAEEIQKYCCSRK. Result: 1 (interaction). (2) The miRNA is hsa-miR-6883-5p with sequence AGGGAGGGUGUGGUAUGGAUGU. The protein sequence of the target gene is MFHLRTCAAKLRPLTASQTVKTFSQNRPAAARTFQQIRCYSAPVAAEPFLSGTSSNYVEEMYCAWLENPKSVHKSWDIFFRNTNAGAPPGTAYQSPLPLSRGSLAAVAHAQSLVEAQPNVDKLVEDHLAVQSLIRAYQIRGHHVAQLDPLGILDADLDSSVPADIISSTDKLGFYGLDESDLDKVFHLPTTTFIGGQESALPLREIIRRLEMAYCQHIGVEFMFINDLEQCQWIRQKFETPGIMQFTNEEKRTLLARLVRSTRFEEFLQRKWSSEKRFGLEGCEVLIPALKTIIDKSSEN.... Result: 1 (interaction). (3) The miRNA is hsa-miR-6849-3p with sequence ACCAGCCUGUGUCCACCUCCAG. The protein sequence of the target gene is MFANLKYVSLGILVFQTTSLVLTMRYSRTLKEEGPRYLSSTAVVVAELLKIMACILLVYKDSKCSLRALNRVLHDEILNKPMETLKLAIPSGIYTLQNNLLYVALSNLDAATYQVTYQLKILTTALFSVSMLSKKLGVYQWLSLVILMTGVAFVQWPSDSQLDSKELSAGSQFVGLMAVLTACFSSGFAGVYFEKILKETKQSVWIRNIQLGFFGSIFGLMGVYIYDGELVSKNGFFQGYNRLTWIVVVLQALGGLVIAAVIKYADNILKGFATSLSIILSTLISYFWLQDFVPTSVFFL.... Result: 1 (interaction). (4) The miRNA is cel-miR-354-3p with sequence ACCUUGUUUGUUGCUGCUCCU. The protein sequence of the target gene is MQNVINTVKGKALEVAEYLTPVLKESKFKETGVITPEEFVAAGDHLVHHCPTWQWATGEELKVKAYLPTGKQFLVTKNVPCYKRCKQMEYSDELEAIIEEDDGDGGWVDTYHNTGITGITEAVKEITLENKDNIRLQDCSALCEEEEDEDEGEAADMEEYEESGLLETDEATLDTRKIVEACKAKTDAGGEDAILQTRTYDLYITYDKYYQTPRLWLFGYDEQRQPLTVEHMYEDISQDHVKKTVTIENHPHLPPPPMCSVHPCRHAEVMKKIIETVAEGGGELGVHMYLLIFLKFVQAV.... Result: 0 (no interaction).